From a dataset of Peptide-MHC class I binding affinity with 185,985 pairs from IEDB/IMGT. Regression. Given a peptide amino acid sequence and an MHC pseudo amino acid sequence, predict their binding affinity value. This is MHC class I binding data. (1) The peptide sequence is ASVVGAPV. The MHC is H-2-Kb with pseudo-sequence H-2-Kb. The binding affinity (normalized) is 0.293. (2) The MHC is Mamu-B8301 with pseudo-sequence Mamu-B8301. The binding affinity (normalized) is 0. The peptide sequence is KAGQYVTIW. (3) The binding affinity (normalized) is 0.808. The peptide sequence is FSVQRNLPF. The MHC is HLA-B46:01 with pseudo-sequence HLA-B46:01. (4) The peptide sequence is FQIQNGQFI. The MHC is H-2-Kb with pseudo-sequence H-2-Kb. The binding affinity (normalized) is 0.0352. (5) The peptide sequence is KAFNHASVK. The MHC is HLA-A03:01 with pseudo-sequence HLA-A03:01. The binding affinity (normalized) is 0.832. (6) The peptide sequence is EASTWLDIF. The binding affinity (normalized) is 0.744. The MHC is HLA-B35:01 with pseudo-sequence HLA-B35:01.